This data is from Experimentally validated miRNA-target interactions with 360,000+ pairs, plus equal number of negative samples. The task is: Binary Classification. Given a miRNA mature sequence and a target amino acid sequence, predict their likelihood of interaction. (1) The miRNA is hsa-miR-6819-3p with sequence AAGCCUCUGUCCCCACCCCAG. The protein sequence of the target gene is MEESSVTVGTIDVSYLPSSSEYSLGRCKHTSEDWVDCGFKPTFFRSATLKWKESLMSRKRPFVGRCCYSCTPQSWERFFNPSIPSLGLRNVIYINETHTRHRGWLARRLSYILFVQERDVHKGMFATSVTENVLSSSRVQEAIAEVAAELNPDGSAQQQSKAIQKVKRKARKILQEMVATVSPGMIRLTGWVLLKLFNSFFWNIQIHKGQLEMVKAATETNLPLLFLPVHRSHIDYLLLTFILFCHNIKAPYIASGNNLNIPVFSTLIHKLGGFFIRRRLDETPDGRKDILYRALLHGHV.... Result: 0 (no interaction). (2) The miRNA is hsa-miR-5002-5p with sequence AAUUUGGUUUCUGAGGCACUUAGU. The protein sequence of the target gene is MKASGTLREYKVVGRCLPTPKCHTPPLYRMRIFAPNHVVAKSRFWYFVSQLKKMKKSSGEIVYCGQVFEKSPLRVKNFGIWLRYDSRSGTHNMYREYRDLTTAGAVTQCYRDMGARHRARAHSIQIMKVEEIAASKCRRPAVKQFHDSKIKFPLPHRVLRRQHKPRFTTKRPNTFF. Result: 1 (interaction). (3) The miRNA is ath-miR1888a with sequence UAAGUUAAGAUUUGUGAAGAA. The protein sequence of the target gene is MSVSVLSPSRRLGGVSGILQVTSLLILLLLLIKAAQLYLHRQWLLKALQQFPCPPSHWLFGHIQEFQHDQELQRIQERVKTFPSACPYWIWGGKVRVQLYDPDYMKVILGRSDPKSHGSYKFLAPRIGYGLLLLNGQTWFQHRRMLTPAFHNDILKPYVGLMADSVRVMLDKWEELLGQDSPLEVFQHVSLMTLDTIMKSAFSHQGSIQVDRNSQSYIQAISDLNSLVFCCMRNAFHENDTIYSLTSAGRWTHRACQLAHQHTDQVIQLRKAQLQKEGELEKIKRKRHLDFLDILLLAKM.... Result: 0 (no interaction). (4) The miRNA is hsa-miR-1292-3p with sequence UCGCGCCCCGGCUCCCGUUC. The protein sequence of the target gene is MTLHATRGAALLSWVNSLHVADPVEAVLQLQDCSIFIKIIDRIHGTEEGQQILKQPVSERLDFVCSFLQKNRKHPSSPECLVSAQKVLEGSELELAKMTMLLLYHSTMSSKSPRDWEQFEYKIQAELAVILKFVLDHEDGLNLNEDLENFLQKAPVPSTCSSTFPEELSPPSHQAKREIRFLELQKVASSSSGNNFLSGSPASPMGDILQTPQFQMRRLKKQLADERSNRDELELELAENRKLLTEKDAQIAMMQQRIDRLALLNEKQAASPLEPKELEELRDKNESLTMRLHETLKQCQ.... Result: 0 (no interaction). (5) The miRNA is hsa-miR-622 with sequence ACAGUCUGCUGAGGUUGGAGC. The protein sequence of the target gene is MSAYYRNNWSEEDPDYPDYSGSQNRTQGYLKTQGYPDVPGPLNNPDYPGTRSNPYSVASRTRPDYPGSLAEPNYPRSLSNPDYSGTRSNAYSAASRTSPDHPTSLPEPDYSEFQSHPYHRASSRQPDYPGSQRNPDFAGSSSSGNYAGSRTHPDHFGSLEPDYPGAQSNSDHPGPRANLNHPGSRKNLEHTSFRINPYADSLGKPDYPGADIQPNSPPFFGEPDYPSAEDNQNLPSTWREPDYSDAENGHDYGSSETPKMTRGVLSRTSSIQPSFRHRSDDPVGSLWGENDYPEGIEMAS.... Result: 1 (interaction). (6) The miRNA is gga-miR-16-5p with sequence UAGCAGCACGUAAAUAUUGGUG. The protein sequence of the target gene is MAGEMTILGSAVLTLLLAGYLAQQYLPLPTPKVIGIDLGTTYCSVGVFFPGTGKVKVIPDENGHISIPSMVSFTDGDVYVGYESLELADSNPQNTIYDAKRFIGKIFTPEELEAEVGRYPFKVLHRNGMAEFSVTSNETIIVSPEFVGSRLLLKLKEMAEEYLGMPVANAVISVPAEFDLQQRNSTIQAANLAGLKILRVINEPTAAAMAYGLHKVDVFYVLVIDLGGGTLDVSLLNKQGGMFLTRAMSGNNKLGGQDFNQRLLQHLYKEIYQTYGFLPSRKEEIHRLRQAVEMVKLNLT.... Result: 0 (no interaction). (7) The miRNA is hsa-miR-30c-5p with sequence UGUAAACAUCCUACACUCUCAGC. The protein sequence of the target gene is MLQKPRNRGRSGGQAERDRDWSHSGNPGASRAGEDARVLRDGFAEEAPSTSRGPGGSQGSQGPSPQGARRAQAAPAVGPRSQKQLELKVSELVQFLLIKDQKKIPIKRADILKHVIGDYKDIFPDLFKRAAERLQYVFGYKLVELEPKSNTYILINTLEPVEEDAEMRGDQGTPTTGLLMIVLGLIFMKGNTIKETEAWDFLRRLGVYPTKKHLIFGDPKKLITEDFVRQRYLEYRRIPHTDPVDYEFQWGPRTNLETSKMKVLKFVAKVHNQDPKDWPAQYCEALADEENRARPQPSGP.... Result: 1 (interaction). (8) The miRNA is cel-miR-1-3p with sequence UGGAAUGUAAAGAAGUAUGUA. The protein sequence of the target gene is MADAEKNAVAEKNNAVATKEVLAEAAAILEPVGLQEEAELPAKIMEEFMRNSRKKDKLLCSQLQVVNFLQTFLAQEDTEQSPDALASEDASRQKATETKEQWKDMKATYMDHVDVIKCALSEALPQVKEAHRKYTELQKAFEQLEAKKRVLEEKLQLAQKQWVLQQKRLQNLTKISAEVKRRRKRALEKLDGSHQELETLKQQAGQEQEKLQRNQSYLQLLCSLQNKLVISEGKAEDKDVKGRALTAKSKSP. Result: 0 (no interaction). (9) The miRNA is hsa-miR-98-5p with sequence UGAGGUAGUAAGUUGUAUUGUU. The protein sequence of the target gene is MLLLHRAVVLRLQQACRLKSIPSRICIQACSTNDSFQPQRPSLTFSGDNSSTQGWRVMGTLLGLGAVLAYQDHRCRAAQESTHIYTKEEVSSHTSPETGIWVTLGSEVFDVTEFVDLHPGGPSKLMLAAGGPLEPFWALYAVHNQSHVRELLAQYKIGELNPEDKVAPTVETSDPYADDPVRHPALKVNSQRPFNAEPPPELLTENYITPNPIFFTRNHLPVPNLDPDTYRLHVVGAPGGQSLSLSLDDLHNFPRYEITVTLQCAGNRRSEMTQVKEVKGLEWRTGAISTARWAGARLCD.... Result: 1 (interaction). (10) The miRNA is hsa-miR-29b-2-5p with sequence CUGGUUUCACAUGGUGGCUUAG. The protein sequence of the target gene is MKLLLLLLSFSLAPKTEAGEIIGGHEAKPHSRPYMAYLQIMDEYSGSKKCGGFLIREDFVLTAAHCSGSKINVTLGAHNIKEQEKMQQIIPVVKIIPHPAYNSKTISNDIMLLKLKSKAKRSSAVKPLNLPRRNVKVKPGDVCYVAGWGKLGPMGKYSDTLQEVELTVQEDQKCESYLKNYFDKANEICAGDPKIKRASFRGDSGGPLVCKKVAAGIVSYGQNDGSTPRAFTKVSTFLSWIKKTMKKS. Result: 0 (no interaction).